Dataset: Forward reaction prediction with 1.9M reactions from USPTO patents (1976-2016). Task: Predict the product of the given reaction. (1) Given the reactants [C:1]([C:4]1[CH:12]=[CH:11][C:7]([C:8]([OH:10])=[O:9])=[CH:6][CH:5]=1)(=[S:3])[NH2:2].[CH3:13][CH2:14][C:15]([N:38]([CH3:40])[CH3:39])([C:32]1[CH:33]=[CH:34][CH:35]=[CH:36][CH:37]=1)[CH2:16][O:17][C:18]([C:20]1[CH:21]=[C:22]([O:30][CH3:31])[C:23]([O:28][CH3:29])=[C:24]([O:26][CH3:27])[CH:25]=1)=[O:19].O, predict the reaction product. The product is: [C:1]([C:4]1[CH:12]=[CH:11][C:7]([C:8]([OH:10])=[O:9])=[CH:6][CH:5]=1)(=[S:3])[NH2:2].[CH3:40][N:38]([CH3:39])[C:15]([C:32]1[CH:37]=[CH:36][CH:35]=[CH:34][CH:33]=1)([CH2:14][CH3:13])[CH2:16][O:17][C:18](=[O:19])[C:20]1[CH:25]=[C:24]([O:26][CH3:27])[C:23]([O:28][CH3:29])=[C:22]([O:30][CH3:31])[CH:21]=1. (2) Given the reactants [C:1]([C:5]1[N:10]=[CH:9][C:8]([C:11]2[N:12]([C:32]([N:34]3[CH2:39][CH2:38][CH:37]([OH:40])[CH2:36][CH2:35]3)=[O:33])[C@@:13]([C:25]3[CH:30]=[CH:29][C:28]([Cl:31])=[CH:27][CH:26]=3)([CH3:24])[C@@:14]([C:17]3[CH:22]=[CH:21][C:20]([Cl:23])=[CH:19][CH:18]=3)([CH3:16])[N:15]=2)=[C:7]([O:41][CH2:42][CH3:43])[CH:6]=1)([CH3:4])([CH3:3])[CH3:2].[H-].[Na+].[CH:46]([S:48]([CH3:51])(=[O:50])=[O:49])=[CH2:47], predict the reaction product. The product is: [C:1]([C:5]1[N:10]=[CH:9][C:8]([C:11]2[N:12]([C:32]([N:34]3[CH2:39][CH2:38][CH:37]([O:40][CH2:47][CH2:46][S:48]([CH3:51])(=[O:50])=[O:49])[CH2:36][CH2:35]3)=[O:33])[C@@:13]([C:25]3[CH:30]=[CH:29][C:28]([Cl:31])=[CH:27][CH:26]=3)([CH3:24])[C@@:14]([C:17]3[CH:18]=[CH:19][C:20]([Cl:23])=[CH:21][CH:22]=3)([CH3:16])[N:15]=2)=[C:7]([O:41][CH2:42][CH3:43])[CH:6]=1)([CH3:2])([CH3:3])[CH3:4]. (3) Given the reactants [F:1][C:2]1([F:43])[CH2:6][C@H:5]([O:7][C:8]2[CH:13]=[CH:12][C:11]([S:14]([N:17](CC3C=CC(OC)=CC=3OC)[C:18]3[CH:23]=[CH:22][N:21]=[CH:20][N:19]=3)(=[O:16])=[O:15])=[C:10]([F:35])[C:9]=2[F:36])[C@@H:4]([C:37]2[N:41]([CH3:42])[N:40]=[CH:39][CH:38]=2)[CH2:3]1.C([SiH](CC)CC)C.FC(F)(F)C(O)=O, predict the reaction product. The product is: [F:43][C:2]1([F:1])[CH2:6][C@H:5]([O:7][C:8]2[CH:13]=[CH:12][C:11]([S:14]([NH:17][C:18]3[CH:23]=[CH:22][N:21]=[CH:20][N:19]=3)(=[O:16])=[O:15])=[C:10]([F:35])[C:9]=2[F:36])[C@@H:4]([C:37]2[N:41]([CH3:42])[N:40]=[CH:39][CH:38]=2)[CH2:3]1. (4) The product is: [N+:10]([C:9]1[C:2]2[O:1][C:14]([C:15]([O:17][CH3:18])=[O:16])=[CH:4][C:3]=2[CH:6]=[CH:7][CH:8]=1)([O-:12])=[O:11]. Given the reactants [OH:1][C:2]1[C:9]([N+:10]([O-:12])=[O:11])=[CH:8][CH:7]=[CH:6][C:3]=1[CH:4]=O.Br[CH:14](C(OC)=O)[C:15]([O:17][CH3:18])=[O:16].C(=O)([O-])[O-].[K+].[K+], predict the reaction product. (5) The product is: [C:21]([C:22]1[CH:29]=[CH:28][C:25]([CH2:26][NH:27][C:4](=[O:6])[CH:3]([O:2][CH3:1])[C:7]2[CH:12]=[CH:11][CH:10]=[C:9]([O:13][C:14]3[CH:19]=[CH:18][CH:17]=[CH:16][CH:15]=3)[CH:8]=2)=[CH:24][CH:23]=1)#[N:20]. Given the reactants [CH3:1][O:2][CH:3]([C:7]1[CH:12]=[CH:11][CH:10]=[C:9]([O:13][C:14]2[CH:19]=[CH:18][CH:17]=[CH:16][CH:15]=2)[CH:8]=1)[C:4]([OH:6])=O.[NH2:20][CH2:21][C:22]1[CH:29]=[CH:28][C:25]([C:26]#[N:27])=[CH:24][CH:23]=1, predict the reaction product. (6) Given the reactants [N:1]([CH2:4][C:5]1[N:6]=[C:7]([N:10]2[CH2:13][CH:12]([O:14][Si:15]([C:28]([CH3:31])([CH3:30])[CH3:29])([C:22]3[CH:27]=[CH:26][CH:25]=[CH:24][CH:23]=3)[C:16]3[CH:21]=[CH:20][CH:19]=[CH:18][CH:17]=3)[CH2:11]2)[S:8][CH:9]=1)=[N+]=[N-].[O:32]1[CH:36]=[CH:35][CH:34]=[C:33]1[C:37](Cl)=[O:38].C(N(CC)CC)C, predict the reaction product. The product is: [Si:15]([O:14][CH:12]1[CH2:13][N:10]([C:7]2[S:8][CH:9]=[C:5]([CH2:4][NH:1][C:37]([C:33]3[O:32][CH:36]=[CH:35][CH:34]=3)=[O:38])[N:6]=2)[CH2:11]1)([C:28]([CH3:31])([CH3:30])[CH3:29])([C:22]1[CH:27]=[CH:26][CH:25]=[CH:24][CH:23]=1)[C:16]1[CH:21]=[CH:20][CH:19]=[CH:18][CH:17]=1.